The task is: Predict the reaction yield, written as a fraction of the theoretical maximum amount of product (1.0 means a 100% yield; for example, 0.34 means a 34% yield).. This data is from Reaction yield outcomes from USPTO patents with 853,638 reactions. The reactants are [F:1][C:2]1[CH:7]=[CH:6][CH:5]=[CH:4][C:3]=1[N:8]1[C:13]2[CH:14]=[CH:15][CH:16]=[CH:17][C:12]=2[CH2:11][CH2:10][S:9]1(=[O:19])=[O:18].C[Si](C)(C)[N-][Si](C)(C)C.[Li+].Br[CH2:31][CH2:32][CH2:33][Cl:34]. The catalyst is O1CCCC1. The product is [Cl:34][CH2:33][CH2:32][CH2:31][CH:10]1[S:9](=[O:19])(=[O:18])[N:8]([C:3]2[CH:4]=[CH:5][CH:6]=[CH:7][C:2]=2[F:1])[C:13]2[CH:14]=[CH:15][CH:16]=[CH:17][C:12]=2[CH2:11]1. The yield is 0.830.